The task is: Predict the product of the given reaction.. This data is from Forward reaction prediction with 1.9M reactions from USPTO patents (1976-2016). (1) Given the reactants [C:1]([O:5][C:6]([N:8]1[CH2:13][C@H:12]2[C@H:10]([C:11]2([CH3:15])[CH3:14])[C@H:9]1C#N)=[O:7])([CH3:4])([CH3:3])[CH3:2].C([O:22]C)(C)(C)C, predict the reaction product. The product is: [C:1]([O:5][C:6]([N:8]1[CH2:13][C@H:12]2[C@H:10]([C:11]2([CH3:15])[CH3:14])[CH:9]1[OH:22])=[O:7])([CH3:4])([CH3:3])[CH3:2]. (2) Given the reactants [CH3:1][O:2][C:3]1[CH:4]=[C:5]([C:9]2([C:15]#[N:16])[CH2:14][CH2:13][NH:12][CH2:11][CH2:10]2)[CH:6]=[CH:7][CH:8]=1.C(N(CC)CC)C.FC(F)(F)S(O[CH2:30][C:31]([F:34])([F:33])[F:32])(=O)=O.O, predict the reaction product. The product is: [CH3:1][O:2][C:3]1[CH:4]=[C:5]([C:9]2([C:15]#[N:16])[CH2:14][CH2:13][N:12]([CH2:30][C:31]([F:34])([F:33])[F:32])[CH2:11][CH2:10]2)[CH:6]=[CH:7][CH:8]=1. (3) Given the reactants [C:1]([O:5][C:6](=[O:9])[CH2:7][NH2:8])([CH3:4])([CH3:3])[CH3:2].[CH3:10][O:11][CH2:12][C:13]([CH3:18])([CH3:17])[CH2:14][CH:15]=O, predict the reaction product. The product is: [C:1]([O:5][C:6](=[O:9])[CH2:7]/[N:8]=[CH:15]/[CH2:14][C:13]([CH3:18])([CH3:17])[CH2:12][O:11][CH3:10])([CH3:4])([CH3:3])[CH3:2]. (4) Given the reactants Cl.Cl[CH2:3][CH2:4][N:5]1[CH2:10][CH2:9][CH2:8][CH2:7][CH2:6]1.C(=O)([O-])[O-].[K+].[K+].[Br:17][C:18]1[N:23]=[C:22]2[NH:24][N:25]=[C:26]([C:27]3[CH:32]=[CH:31][CH:30]=[CH:29][CH:28]=3)[C:21]2=[C:20]([C:33]([F:36])([F:35])[F:34])[CH:19]=1.O, predict the reaction product. The product is: [Br:17][C:18]1[N:23]=[C:22]2[N:24]([CH2:3][CH2:4][N:5]3[CH2:10][CH2:9][CH2:8][CH2:7][CH2:6]3)[N:25]=[C:26]([C:27]3[CH:32]=[CH:31][CH:30]=[CH:29][CH:28]=3)[C:21]2=[C:20]([C:33]([F:35])([F:36])[F:34])[CH:19]=1.